From a dataset of Catalyst prediction with 721,799 reactions and 888 catalyst types from USPTO. Predict which catalyst facilitates the given reaction. (1) Product: [OH:1][C:2]1[C:15]2[C:14](=[O:16])[C:13]3[CH:12]=[C:11]4[CH:17]=[CH:18][CH:19]=[CH:20][C:10]4=[CH:9][C:8]=3[O:7][C:6]=2[CH:5]=[C:4]([O:21][CH2:33][CH:35]2[CH2:36][O:37]2)[CH:3]=1. Reactant: [OH:1][C:2]1[C:15]2[C:14](=[O:16])[C:13]3[CH:12]=[C:11]4[CH:17]=[CH:18][CH:19]=[CH:20][C:10]4=[CH:9][C:8]=3[O:7][C:6]=2[CH:5]=[C:4]([OH:21])[CH:3]=1.C([O-])([O-])=O.[K+].[K+].CN(C=O)C.[CH2:33]([CH:35]1[O:37][CH2:36]1)Cl. The catalyst class is: 6. (2) Reactant: [CH2:1]([O:3][C:4]([C:6]1[CH:7]=[N:8][C:9]2[C:14]([C:15]=1OS(C(F)(F)F)(=O)=O)=[CH:13][CH:12]=[C:11]([C:24]([F:27])([F:26])[F:25])[CH:10]=2)=[O:5])[CH3:2].[F:28][C:29]([F:40])([F:39])[C:30]1[CH:31]=[C:32](B(O)O)[CH:33]=[CH:34][CH:35]=1.P([O-])([O-])([O-])=O.[K+].[K+].[K+]. Product: [CH2:1]([O:3][C:4]([C:6]1[CH:7]=[N:8][C:9]2[C:14]([C:15]=1[C:32]1[CH:33]=[CH:34][CH:35]=[C:30]([C:29]([F:40])([F:39])[F:28])[CH:31]=1)=[CH:13][CH:12]=[C:11]([C:24]([F:27])([F:25])[F:26])[CH:10]=2)=[O:5])[CH3:2]. The catalyst class is: 660. (3) The catalyst class is: 9. Product: [Cl:1][C:2]1[CH:22]=[C:21]([C:23]([F:26])([F:25])[F:24])[CH:20]=[CH:19][C:3]=1[CH2:4][N:5]1[C:9](/[CH:10]=[CH:11]/[C:12]([NH:35][S:32]([CH2:31][CH2:30][CH2:29][O:28][CH3:27])(=[O:34])=[O:33])=[O:13])=[CH:8][C:7]([O:15][CH:16]([CH3:17])[CH3:18])=[N:6]1. Reactant: [Cl:1][C:2]1[CH:22]=[C:21]([C:23]([F:26])([F:25])[F:24])[CH:20]=[CH:19][C:3]=1[CH2:4][N:5]1[C:9](/[CH:10]=[CH:11]/[C:12](O)=[O:13])=[CH:8][C:7]([O:15][CH:16]([CH3:18])[CH3:17])=[N:6]1.[CH3:27][O:28][CH2:29][CH2:30][CH2:31][S:32]([NH2:35])(=[O:34])=[O:33].N12CCCN=C1CCCCC2. (4) The catalyst class is: 16. Product: [Cl:15][C:11]1[CH:12]=[C:13]2[C:8](=[CH:9][CH:10]=1)[NH:7][C:6](=[O:16])[C:5]([C@@H:3]([NH:2][C:18]1[N:23]=[C:22]([NH:24][C:25](=[O:29])[N:26]([CH3:27])[CH3:28])[CH:21]=[CH:20][N:19]=1)[CH3:4])=[CH:14]2. Reactant: Cl.[NH2:2][C@H:3]([C:5]1[C:6](=[O:16])[NH:7][C:8]2[C:13]([CH:14]=1)=[CH:12][C:11]([Cl:15])=[CH:10][CH:9]=2)[CH3:4].Cl[C:18]1[N:23]=[C:22]([NH:24][C:25](=[O:29])[N:26]([CH3:28])[CH3:27])[CH:21]=[CH:20][N:19]=1.CCN(C(C)C)C(C)C.O. (5) Reactant: C(OC(=O)[NH:10][C:11]1[CH:16]=[N:15][C:14]([CH2:17][CH:18]2[O:22][CH2:21][CH2:20][O:19]2)=[CH:13][N:12]=1)C1C=CC=CC=1.C(OCC)(=O)C. Product: [O:22]1[CH2:21][CH2:20][O:19][CH:18]1[CH2:17][C:14]1[N:15]=[CH:16][C:11]([NH2:10])=[N:12][CH:13]=1. The catalyst class is: 19. (6) Reactant: [Br:1][C:2]1[CH:7]=[CH:6][C:5]([NH:8][C:9](=[O:26])[C:10]2[CH:15]=[C:14]([N+:16]([O-])=O)[C:13]([NH:19][CH3:20])=[N:12][C:11]=2[O:21][CH2:22][CH:23]([F:25])[F:24])=[CH:4][CH:3]=1. Product: [Br:1][C:2]1[CH:3]=[CH:4][C:5]([NH:8][C:9](=[O:26])[C:10]2[CH:15]=[C:14]([NH2:16])[C:13]([NH:19][CH3:20])=[N:12][C:11]=2[O:21][CH2:22][CH:23]([F:24])[F:25])=[CH:6][CH:7]=1. The catalyst class is: 814.